From a dataset of Human Reference Interactome with 51,813 positive PPI pairs across 8,248 proteins, plus equal number of experimentally-validated negative pairs. Binary Classification. Given two protein amino acid sequences, predict whether they physically interact or not. (1) Protein 1 (ENSG00000100053) has sequence MAEQHGAPEQAAAGKSHGDLGGSYKVILYELENFQGKRCELSAECPSLTDSLLEKVGSIQVESGPWLAFESRAFRGEQFVLEKGDYPRWDAWSNSRDSDSLLSLRPLNIDSPHHKLHLFENPAFSGRKMEIVDDDVPSLWAHGFQDRVASVRAINGTWVGYEFPGYRGRQYVFERGEYRHWNEWDASQPQLQSVRRIRDQKWHKRGRFPSS*MAEQHGAPEQAAAGKSHGDLGGSYKVILYELENFQGKRCELSAECPSLTDSLLEKVGSIQVESGPWLAFESRAFRGEQFVLEKGDYPR.... Protein 2 (ENSG00000108255) has sequence METQAEQQELETLPTTKMAQTNPTPGSLGPWKITIYDQENFQGKRMEFTSSCPNVSERSFDNVRSLKVESGAWIGYEHTSFCGQQFILERGEYPRWDAWSGSNAYHIERLMSFRPICSANHKESKMTIFEKENFIGRQWEISDDYPSLQAMGWFNNEVGSMKIQSGAWVCYQYPGYRGYQYILECDHHGGDYKHWREWGSHAQTSQIQSIRRIQQ*XAEQQELETLPTTKMAQTNPTPGSLGPWKITIYDQENFQGKRMEFTSSCPNVSERSFDNVRSLKVESGAIIRSLR*. Result: 1 (the proteins interact). (2) Protein 1 (ENSG00000040487) has sequence MVWKKLGSRNFSSCPSGSIQWIWDVLGECAQDGWDEASVGLGLISILCFAASTFPQFIKAYKTGNMDQALSLWFLLGWIGGDSCNLIGSFLADQLPLQTYTAVYYVLADLVMLTLYFYYKFRTRPSLLSAPINSVLLFLMGMACATPLLSAAGPVAAPREAFRGRALLSVESGSKPFTRQEVIGFVIGSISSVLYLLSRLPQIRTNFLRKSTQGISYSLFALVMLGNTLYGLSVLLKNPEEGQSEGSYLLHHLPWLVGSLGVLLLDTIISIQFLVYRRSTAASELEPLLPS*MDQALSLW.... Protein 2 (ENSG00000107902) has sequence MAPWGKRLAGVRGVLLDISGVLYDSGAGGGTAIAGSVEAVARLKRSRLKVRFCTNESQKSRAELVGQLQRLGFDISEQEVTAPAPAACQILKEQGLRPYLLIHDGVRSEFDQIDTSNPNCVVIADAGESFSYQNMNNAFQVLMELEKPVLISLGKGRYYKETSGLMLDVGPYMKALEYACGIKAEVVGKPSPEFFKSALQAIGVEAHQAQ*MAPWGKRLAGVRGVLLDISGVLYDSGAGGGTAIAGSVEAVARLKRSRLKVRFCTNESQKSRAELVGQLQRLGFDISEQEVTAPAPAACQ.... Result: 0 (the proteins do not interact).